Dataset: Reaction yield outcomes from USPTO patents with 853,638 reactions. Task: Predict the reaction yield, written as a fraction of the theoretical maximum amount of product (1.0 means a 100% yield; for example, 0.34 means a 34% yield). (1) The reactants are [NH2:1][C:2]1[C:7]([NH2:8])=[CH:6][C:5]([C:9]2[CH:10]=[N:11][C:12]([C:15]([OH:18])([CH3:17])[CH3:16])=[N:13][CH:14]=2)=[C:4]([F:19])[C:3]=1[CH:20]1[CH2:24][CH2:23][CH2:22][O:21]1.O1CCOCC1.[CH2:31]([NH:33][C:34]([NH:36][C:37](SC)=NC(=O)NCC)=[O:35])[CH3:32].C([O-])(O)=O.[Na+]. The catalyst is OS(O)(=O)=O. The product is [CH2:31]([NH:33][C:34]([NH:36][C:37]1[NH:1][C:2]2[C:3]([CH:20]3[CH2:24][CH2:23][CH2:22][O:21]3)=[C:4]([F:19])[C:5]([C:9]3[CH:10]=[N:11][C:12]([C:15]([OH:18])([CH3:16])[CH3:17])=[N:13][CH:14]=3)=[CH:6][C:7]=2[N:8]=1)=[O:35])[CH3:32]. The yield is 0.940. (2) The reactants are [N:1]1([CH2:7][C:8](=O)[CH2:9][C:10]([O:12][CH3:13])=[O:11])[CH2:6][CH2:5][O:4][CH2:3][CH2:2]1.[CH3:15]OC(OC)N(C)C.Cl.[CH3:24][O:25][C:26]1[CH:31]=[CH:30][C:29]([NH:32][NH2:33])=[CH:28][CH:27]=1. The catalyst is C(O)C. The product is [CH3:24][O:25][C:26]1[CH:31]=[CH:30][C:29]([N:32]2[CH:15]=[C:9]([C:10]([O:12][CH3:13])=[O:11])[C:8]([CH2:7][N:1]3[CH2:6][CH2:5][O:4][CH2:3][CH2:2]3)=[N:33]2)=[CH:28][CH:27]=1. The yield is 0.930. (3) The reactants are [F:1][C:2]1([F:14])[O:7][C:6]2[CH:8]=[CH:9][CH:10]=[CH:11][C:5]=2[O:4][C:3]1([F:13])[F:12].[B:15]1(B2OC(C)(C)C(C)(C)O2)[O:19]C(C)(C)C(C)(C)[O:16]1.O1CCOCC1.I(O)(=O)(=O)=O. The catalyst is O.CO. The product is [F:13][C:3]1([F:12])[O:4][C:5]2[CH:11]=[CH:10][C:9]([B:15]([OH:19])[OH:16])=[CH:8][C:6]=2[O:7][C:2]1([F:1])[F:14]. The yield is 0.390. (4) The reactants are C([O:5][C:6]([C:8]1([CH2:14][CH:15]([CH2:18][CH3:19])[CH2:16][CH3:17])[CH2:13][CH2:12][CH2:11][CH2:10][CH2:9]1)=[O:7])(C)(C)C.OS(O)(=O)=O. The catalyst is CC(O)=O. The product is [CH2:18]([CH:15]([CH2:16][CH3:17])[CH2:14][C:8]1([C:6]([OH:7])=[O:5])[CH2:9][CH2:10][CH2:11][CH2:12][CH2:13]1)[CH3:19]. The yield is 0.880.